This data is from Full USPTO retrosynthesis dataset with 1.9M reactions from patents (1976-2016). The task is: Predict the reactants needed to synthesize the given product. (1) Given the product [CH:1]1([N:6]2[C:15]3[N:14]=[C:13]([NH:16][C:17]4[CH:24]=[CH:23][C:22]([C:26]([NH:68][CH2:67][C@H:66]([O:65][CH3:64])[CH2:69][N:70]5[CH2:71][CH2:72][N:73]([CH3:76])[CH2:74][CH2:75]5)=[O:28])=[C:20]5[C:21]=4[O:47][CH2:48][CH2:55]5)[N:12]=[CH:11][C:10]=3[N:9]([CH3:29])[C:8](=[O:30])[C@H:7]2[CH2:31][CH3:32])[CH2:5][CH2:4][CH2:3][CH2:2]1, predict the reactants needed to synthesize it. The reactants are: [CH:1]1([N:6]2[C:15]3[N:14]=[C:13]([NH:16][CH:17]4[CH2:21][C:20]5=[C:22]([C:26]([OH:28])=O)[CH:23]=[CH:24]C=C5O4)[N:12]=[CH:11][C:10]=3[N:9]([CH3:29])[C:8](=[O:30])[C@H:7]2[CH2:31][CH3:32])[CH2:5][CH2:4][CH2:3][CH2:2]1.F[B-](F)(F)F.N1([O:47][C:48](N(C)C)=[N+](C)C)C2C=CC=CC=2N=N1.[CH:55](N(C(C)C)CC)(C)C.[CH3:64][O:65][C@H:66]([CH2:69][N:70]1[CH2:75][CH2:74][N:73]([CH3:76])[CH2:72][CH2:71]1)[CH2:67][NH2:68].C(=O)([O-])[O-].[Na+].[Na+]. (2) Given the product [Cl:1][C:2]1[C:10]2[S:9][C:8]([S:11]([NH:16][C:17]3[CH:22]=[CH:21][CH:20]=[C:19]([C:23]4[NH:27][N:26]=[N:25][N:24]=4)[CH:18]=3)(=[O:13])=[O:12])=[C:7]([CH3:15])[C:6]=2[CH:5]=[CH:4][CH:3]=1, predict the reactants needed to synthesize it. The reactants are: [Cl:1][C:2]1[C:10]2[S:9][C:8]([S:11](Cl)(=[O:13])=[O:12])=[C:7]([CH3:15])[C:6]=2[CH:5]=[CH:4][CH:3]=1.[NH2:16][C:17]1[CH:18]=[C:19]([C:23]2[NH:27][N:26]=[N:25][N:24]=2)[CH:20]=[CH:21][CH:22]=1. (3) Given the product [CH2:2]([O:4][C:5](=[O:12])[C:6]1([CH2:11][CH2:10][CH2:9][CH2:8]1)[NH:7][S:31]([C:28]1[CH:29]=[C:30]2[C:25]([C:24]([Cl:35])=[CH:23][N:22]=[C:21]2[Cl:20])=[CH:26][CH:27]=1)(=[O:33])=[O:32])[CH3:3], predict the reactants needed to synthesize it. The reactants are: Cl.[CH2:2]([O:4][C:5](=[O:12])[C:6]1([CH2:11][CH2:10][CH2:9][CH2:8]1)[NH2:7])[CH3:3].CCN(CC)CC.[Cl:20][C:21]1[C:30]2[C:25](=[CH:26][CH:27]=[C:28]([S:31](Cl)(=[O:33])=[O:32])[CH:29]=2)[C:24]([Cl:35])=[CH:23][N:22]=1. (4) Given the product [NH2:20][C:17]1[CH:18]=[CH:19][C:14]([O:13][C:11]2[CH:10]=[CH:9][N:8]=[C:7]([NH:6][C:4](=[O:5])[CH2:3][O:2][CH3:1])[CH:12]=2)=[C:15]([CH3:23])[CH:16]=1, predict the reactants needed to synthesize it. The reactants are: [CH3:1][O:2][CH2:3][C:4]([NH:6][C:7]1[CH:12]=[C:11]([O:13][C:14]2[CH:19]=[CH:18][C:17]([N+:20]([O-])=O)=[CH:16][C:15]=2[CH3:23])[CH:10]=[CH:9][N:8]=1)=[O:5].[H][H]. (5) Given the product [CH3:21][O:22][C:23]1[CH:24]=[CH:25][C:26]([S:29]([NH:1][C@H:2]([CH:3]([CH3:5])[CH3:4])[C:6]([OH:8])=[O:7])(=[O:31])=[O:30])=[CH:27][CH:28]=1, predict the reactants needed to synthesize it. The reactants are: [NH2:1][C@@H:2]([C:6]([OH:8])=[O:7])[CH:3]([CH3:5])[CH3:4].C(N(CC)CC)C.O1CCCC1.[CH3:21][O:22][C:23]1[CH:28]=[CH:27][C:26]([S:29](Cl)(=[O:31])=[O:30])=[CH:25][CH:24]=1. (6) Given the product [ClH:26].[CH3:1][N:2]([CH2:4][CH:15]1[CH2:14][C:13]2[C:17](=[CH:18][CH:19]=[C:11]([O:10][C:9]([F:22])([F:8])[F:21])[CH:12]=2)[C:16]1=[O:20])[CH3:3], predict the reactants needed to synthesize it. The reactants are: [CH3:1][N:2]([CH2:4]N(C)C)[CH3:3].[F:8][C:9]([F:22])([F:21])[O:10][C:11]1[CH:12]=[C:13]2[C:17](=[CH:18][CH:19]=1)[C:16](=[O:20])[CH2:15][CH2:14]2.C([Cl:26])(=O)C. (7) Given the product [F:20][C:14]1[CH:15]=[C:16]([F:19])[CH:17]=[CH:18][C:13]=1[C:10]1[S:11][CH:12]=[C:8]([NH2:7])[N:9]=1.[F:20][C:14]1[CH:15]=[C:16]([F:19])[CH:17]=[CH:18][C:13]=1[C:10]1[S:11][CH:12]=[C:8]([NH:7][C:6](=[O:21])[C:24]([F:27])([F:26])[F:25])[N:9]=1, predict the reactants needed to synthesize it. The reactants are: C(O[C:6](=[O:21])[NH:7][C:8]1[N:9]=[C:10]([C:13]2[CH:18]=[CH:17][C:16]([F:19])=[CH:15][C:14]=2[F:20])[S:11][CH:12]=1)(C)(C)C.C(O)([C:24]([F:27])([F:26])[F:25])=O.